Regression/Classification. Given a drug SMILES string, predict its absorption, distribution, metabolism, or excretion properties. Task type varies by dataset: regression for continuous measurements (e.g., permeability, clearance, half-life) or binary classification for categorical outcomes (e.g., BBB penetration, CYP inhibition). Dataset: rlm. From a dataset of Rat liver microsome stability data. The compound is CCC(O)CNC(=O)COc1c(C)cccc1C. The result is 0 (unstable in rat liver microsomes).